From a dataset of Reaction yield outcomes from USPTO patents with 853,638 reactions. Predict the reaction yield, written as a fraction of the theoretical maximum amount of product (1.0 means a 100% yield; for example, 0.34 means a 34% yield). (1) The reactants are [CH3:1][N:2]1[CH:6]=[C:5]([C:7]2[CH:12]=[C:11]([O:13][C:14]3[CH:15]=[N:16][C:17]([N+:20]([O-])=O)=[CH:18][CH:19]=3)[CH:10]=[CH:9][N:8]=2)[N:4]=[CH:3]1. The catalyst is CO.[Pd]. The product is [CH3:1][N:2]1[CH:6]=[C:5]([C:7]2[CH:12]=[C:11]([O:13][C:14]3[CH:19]=[CH:18][C:17]([NH2:20])=[N:16][CH:15]=3)[CH:10]=[CH:9][N:8]=2)[N:4]=[CH:3]1. The yield is 0.910. (2) The reactants are [CH:1]1([NH:6][C:7]2[C:12]([N+:13]([O-])=O)=[CH:11][N:10]=[C:9]([NH:16][C@H:17]3[CH2:22][CH2:21][C@H:20]([OH:23])[CH2:19][CH2:18]3)[N:8]=2)[CH2:5][CH2:4][CH2:3][CH2:2]1. The catalyst is CCO.[Pd]. The product is [NH2:13][C:12]1[C:7]([NH:6][CH:1]2[CH2:5][CH2:4][CH2:3][CH2:2]2)=[N:8][C:9]([NH:16][C@H:17]2[CH2:18][CH2:19][C@H:20]([OH:23])[CH2:21][CH2:22]2)=[N:10][CH:11]=1. The yield is 1.00. (3) The yield is 0.910. The reactants are [Cl-].[Al+3].[Cl-].[Cl-].[BH4-].[Na+].[Br:7][C:8]1[O:12][C:11]([C:13]([C:15]2[CH:20]=[CH:19][C:18]([F:21])=[CH:17][CH:16]=2)=O)=[CH:10][CH:9]=1.O. The catalyst is O1CCCC1. The product is [Br:7][C:8]1[O:12][C:11]([CH2:13][C:15]2[CH:20]=[CH:19][C:18]([F:21])=[CH:17][CH:16]=2)=[CH:10][CH:9]=1. (4) The reactants are [OH-].[Na+].[Br:3][C:4]1[CH:5]=[C:6]([C:18]([O:20]CC)=O)[C:7]2[CH:12]=[N:11][N:10]([CH:13]3[CH2:17][CH2:16][CH2:15][CH2:14]3)[C:8]=2[N:9]=1.[NH2:23][CH2:24][C:25]1[C:26](=[O:33])[NH:27][C:28]([CH3:32])=[CH:29][C:30]=1[CH3:31].C1CN([P+](ON2N=NC3C=CC=CC2=3)(N2CCCC2)N2CCCC2)CC1.F[P-](F)(F)(F)(F)F. The catalyst is CCO.CS(C)=O. The product is [Br:3][C:4]1[CH:5]=[C:6]([C:18]([NH:23][CH2:24][C:25]2[C:26](=[O:33])[NH:27][C:28]([CH3:32])=[CH:29][C:30]=2[CH3:31])=[O:20])[C:7]2[CH:12]=[N:11][N:10]([CH:13]3[CH2:14][CH2:15][CH2:16][CH2:17]3)[C:8]=2[N:9]=1. The yield is 0.700.